From a dataset of NCI-60 drug combinations with 297,098 pairs across 59 cell lines. Regression. Given two drug SMILES strings and cell line genomic features, predict the synergy score measuring deviation from expected non-interaction effect. (1) Drug 1: CCC1=CC2CC(C3=C(CN(C2)C1)C4=CC=CC=C4N3)(C5=C(C=C6C(=C5)C78CCN9C7C(C=CC9)(C(C(C8N6C)(C(=O)OC)O)OC(=O)C)CC)OC)C(=O)OC.C(C(C(=O)O)O)(C(=O)O)O. Drug 2: C1=NC2=C(N1)C(=S)N=C(N2)N. Cell line: OVCAR-8. Synergy scores: CSS=55.6, Synergy_ZIP=1.23, Synergy_Bliss=2.79, Synergy_Loewe=-0.0695, Synergy_HSA=4.15. (2) Drug 1: CC1=C(C=C(C=C1)C(=O)NC2=CC(=CC(=C2)C(F)(F)F)N3C=C(N=C3)C)NC4=NC=CC(=N4)C5=CN=CC=C5. Drug 2: CC1CCC2CC(C(=CC=CC=CC(CC(C(=O)C(C(C(=CC(C(=O)CC(OC(=O)C3CCCCN3C(=O)C(=O)C1(O2)O)C(C)CC4CCC(C(C4)OC)OCCO)C)C)O)OC)C)C)C)OC. Cell line: HT29. Synergy scores: CSS=-7.27, Synergy_ZIP=1.54, Synergy_Bliss=-1.98, Synergy_Loewe=-7.82, Synergy_HSA=-7.36.